This data is from Reaction yield outcomes from USPTO patents with 853,638 reactions. The task is: Predict the reaction yield, written as a fraction of the theoretical maximum amount of product (1.0 means a 100% yield; for example, 0.34 means a 34% yield). (1) The reactants are Cl[C:2]1[C:11]([CH:12]=[O:13])=[CH:10][C:9]2[C:4](=[C:5]([CH3:14])[CH:6]=[CH:7][CH:8]=2)[N:3]=1.[CH3:15][O:16][C:17]1[CH:22]=[CH:21][CH:20]=[CH:19][C:18]=1B(O)O.C(=O)([O-])[O-].[Na+].[Na+]. The catalyst is C(#N)C.O.C1C=CC([P]([Pd]([P](C2C=CC=CC=2)(C2C=CC=CC=2)C2C=CC=CC=2)([P](C2C=CC=CC=2)(C2C=CC=CC=2)C2C=CC=CC=2)[P](C2C=CC=CC=2)(C2C=CC=CC=2)C2C=CC=CC=2)(C2C=CC=CC=2)C2C=CC=CC=2)=CC=1. The product is [CH3:15][O:16][C:17]1[CH:22]=[CH:21][CH:20]=[CH:19][C:18]=1[C:2]1[C:11]([CH:12]=[O:13])=[CH:10][C:9]2[C:4](=[C:5]([CH3:14])[CH:6]=[CH:7][CH:8]=2)[N:3]=1. The yield is 0.900. (2) The reactants are [CH2:1]([O:8][C:9]1[CH:18]=[C:17]2[C:12]([C:13](=O)[C:14]([C:19]#[N:20])=[CH:15][NH:16]2)=[CH:11][C:10]=1[O:22][CH3:23])[C:2]1[CH:7]=[CH:6][CH:5]=[CH:4][CH:3]=1.O[Cl:25]. No catalyst specified. The product is [CH2:1]([O:8][C:9]1[CH:18]=[C:17]2[C:12]([C:13]([Cl:25])=[C:14]([C:19]#[N:20])[CH:15]=[N:16]2)=[CH:11][C:10]=1[O:22][CH3:23])[C:2]1[CH:7]=[CH:6][CH:5]=[CH:4][CH:3]=1. The yield is 0.590. (3) The reactants are [CH3:1][O:2][C:3]1[CH:13]=[CH:12][CH:11]=[C:10]([CH3:14])[C:4]=1[C:5]([O:7]CC)=O.C([N-]C(C)C)(C)C.[Li+].C1CCCCC1.[C:29](#[N:38])[C:30]1[CH:35]=[CH:34][C:33]([O:36][CH3:37])=[CH:32][CH:31]=1. The catalyst is O1CCCC1. The product is [CH3:1][O:2][C:3]1[CH:13]=[CH:12][CH:11]=[C:10]2[C:4]=1[C:5](=[O:7])[NH:38][C:29]([C:30]1[CH:35]=[CH:34][C:33]([O:36][CH3:37])=[CH:32][CH:31]=1)=[CH:14]2. The yield is 0.130. (4) The reactants are F[C:2]1[CH:7]=[CH:6][CH:5]=[CH:4][C:3]=1[C@H:8]([NH:12][P:13]([C:21]1[CH:26]=[CH:25][CH:24]=[CH:23][CH:22]=1)([C:15]1[CH:20]=[CH:19][CH:18]=[CH:17][CH:16]=1)=[O:14])[CH2:9][CH:10]=[CH2:11].[NH2:27][C:28]1[CH:33]=[CH:32][CH:31]=CC=1O.CO.[O-2].[Al+3].[O-2].[O-2].[Al+3]. The catalyst is ClCCl.C(OCC)C. The product is [CH2:7]([N:27]([CH2:28][CH2:33][CH2:32][CH3:31])[C:6]1[CH:5]=[CH:4][C:3]([C@H:8]([NH:12][P:13]([C:21]2[CH:26]=[CH:25][CH:24]=[CH:23][CH:22]=2)([C:15]2[CH:20]=[CH:19][CH:18]=[CH:17][CH:16]=2)=[O:14])[CH2:9][CH:10]=[CH2:11])=[CH:2][CH:7]=1)[CH2:2][CH2:3][CH3:4]. The yield is 0.930.